From a dataset of Reaction yield outcomes from USPTO patents with 853,638 reactions. Predict the reaction yield, written as a fraction of the theoretical maximum amount of product (1.0 means a 100% yield; for example, 0.34 means a 34% yield). (1) The yield is 0.770. No catalyst specified. The product is [N:25]1[CH:30]=[CH:29][C:28]([CH2:31][NH:32][C:21]([C:19]2[CH:18]=[CH:17][N:16]3[CH:24]=[C:13]([C:3]4[C:4]([C:7]5[CH:12]=[CH:11][CH:10]=[CH:9][CH:8]=5)=[N:5][O:6][C:2]=4[CH3:1])[N:14]=[C:15]3[CH:20]=2)=[O:23])=[CH:27][CH:26]=1. The reactants are [CH3:1][C:2]1[O:6][N:5]=[C:4]([C:7]2[CH:12]=[CH:11][CH:10]=[CH:9][CH:8]=2)[C:3]=1[C:13]1[N:14]=[C:15]2[CH:20]=[C:19]([C:21]([OH:23])=O)[CH:18]=[CH:17][N:16]2[CH:24]=1.[N:25]1[CH:30]=[CH:29][C:28]([CH2:31][NH2:32])=[CH:27][CH:26]=1. (2) The reactants are [C:1]([O:5][C:6]([N:8]1[CH2:14][CH2:13][C:12]2[N:15]=[CH:16][NH:17][C:11]=2[CH2:10][CH2:9]1)=[O:7])([CH3:4])([CH3:3])[CH3:2].C1C(=O)N([I:25])C(=O)C1. The catalyst is C1COCC1. The product is [C:1]([O:5][C:6]([N:8]1[CH2:9][CH2:10][C:11]2[N:17]=[C:16]([I:25])[NH:15][C:12]=2[CH2:13][CH2:14]1)=[O:7])([CH3:4])([CH3:2])[CH3:3]. The yield is 0.840. (3) The reactants are [Br:1][C:2]1[CH:7]=[CH:6][C:5]([O:8][CH3:9])=[CH:4][C:3]=1[N+:10]([O-])=O. The catalyst is C(O)C.[Ni]. The product is [Br:1][C:2]1[CH:7]=[CH:6][C:5]([O:8][CH3:9])=[CH:4][C:3]=1[NH2:10]. The yield is 0.860. (4) The reactants are Br[C:2]1[CH:3]=[N:4][N:5]2[C:10]([CH:11]([F:13])[F:12])=[CH:9][C:8]([C:14]3[CH:19]=[CH:18][C:17]([C:20]([F:23])([F:22])[F:21])=[CH:16][CH:15]=3)=[N:7][C:6]=12.[CH3:24][Si:25]([C:28]#[CH:29])([CH3:27])[CH3:26]. No catalyst specified. The product is [F:12][CH:11]([F:13])[C:10]1[N:5]2[N:4]=[CH:3][C:2]([C:29]#[C:28][Si:25]([CH3:27])([CH3:26])[CH3:24])=[C:6]2[N:7]=[C:8]([C:14]2[CH:19]=[CH:18][C:17]([C:20]([F:23])([F:22])[F:21])=[CH:16][CH:15]=2)[CH:9]=1. The yield is 0.990. (5) The reactants are [CH3:1][O:2][CH2:3][C:4]([N:7]1[C:15]2[C:10](=[CH:11][CH:12]=[CH:13][CH:14]=2)[C:9]([CH:16]=[O:17])=[C:8]1[CH3:18])([CH3:6])[CH3:5].[Mn]([O-])(=O)(=O)=[O:20].[K+]. The catalyst is CC(C)=O.O. The product is [CH3:1][O:2][CH2:3][C:4]([N:7]1[C:15]2[C:10](=[CH:11][CH:12]=[CH:13][CH:14]=2)[C:9]([C:16]([OH:20])=[O:17])=[C:8]1[CH3:18])([CH3:6])[CH3:5]. The yield is 0.940. (6) The reactants are [H-].[Na+].[I:3]C1NC=CN=1.Cl[CH2:10][CH2:11][C:12]([NH:15][C:16](=[O:22])[O:17][C:18]([CH3:21])([CH3:20])[CH3:19])([CH3:14])[CH3:13].C[N:24]1[CH2:29]CC[N:26]([CH3:30])[C:25]1=O. The catalyst is [I-].C([N+](CCCC)(CCCC)CCCC)CCC. The product is [I:3][C:30]1[N:26]=[CH:25][N:24]([CH2:10][CH2:11][C:12]([NH:15][C:16](=[O:22])[O:17][C:18]([CH3:21])([CH3:20])[CH3:19])([CH3:14])[CH3:13])[CH:29]=1. The yield is 0.420. (7) The reactants are [C:1](#N)[CH3:2].[N:4]([CH2:7][CH2:8][CH2:9][Cl:10])=[N+:5]=[N-:6].O=C1O[C@H]([C@H](CO)O)C([O-])=C1O.[Na+].C. The catalyst is [Cu](I)I.O. The product is [Cl:10][CH2:9][CH2:8][CH2:7][N:4]1[CH:2]=[CH:1][N:6]=[N:5]1. The yield is 0.690. (8) The reactants are [NH2:1][C:2]1[CH:7]=[C:6]([C:8]2[CH:13]=[C:12]([Cl:14])[CH:11]=[CH:10][C:9]=2[OH:15])[CH:5]=[CH:4][N:3]=1.[NH2:16][C:17](=[O:31])[C@@H:18]([NH:20][C:21]1[N:26]=[C:25](Cl)[N:24]=[C:23]([C:28]([NH2:30])=[O:29])[CH:22]=1)[CH3:19].C([O-])([O-])=O.[Cs+].[Cs+].ClCCl. The catalyst is CN(C=O)C.[Cu]I.C(Cl)Cl.CO. The product is [NH2:16][C:17](=[O:31])[C@@H:18]([NH:20][C:21]1[N:26]=[C:25]([O:15][C:9]2[CH:10]=[CH:11][C:12]([Cl:14])=[CH:13][C:8]=2[C:6]2[CH:5]=[CH:4][N:3]=[C:2]([NH2:1])[CH:7]=2)[N:24]=[C:23]([C:28]([NH2:30])=[O:29])[CH:22]=1)[CH3:19]. The yield is 0.850. (9) The reactants are C(N[C:6]1[S:7][C:8]2[CH:14]=[C:13]([O:15][S:16]([C:19]3[CH:24]=[CH:23][C:22]([F:25])=[CH:21][CH:20]=3)(=[O:18])=[O:17])[CH:12]=[CH:11][C:9]=2[N:10]=1)(=O)CC.[NH2:26]C1SC2C=C(OS(C3C=CC(F)=CC=3)(=O)=O)C=CC=2N=1.[C:47]([OH:51])(=O)[CH2:48][CH3:49]. No catalyst specified. The product is [C:47]([C:6]1[S:7][C:8]2[CH:14]=[C:13]([O:15][S:16]([C:19]3[CH:20]=[CH:21][C:22]([F:25])=[CH:23][CH:24]=3)(=[O:17])=[O:18])[CH:12]=[C:11]([NH2:26])[C:9]=2[N:10]=1)(=[O:51])[CH2:48][CH3:49]. The yield is 0.930.